From a dataset of Forward reaction prediction with 1.9M reactions from USPTO patents (1976-2016). Predict the product of the given reaction. Given the reactants [Cl:1][C:2]1[CH:7]=[C:6]([Cl:8])[CH:5]=[CH:4][C:3]=1[C:9]1[N:10]=[C:11](/[CH:16]=[CH:17]/[C:18]2[CH:23]=[CH:22][C:21]([O:24][CH3:25])=[CH:20][CH:19]=2)[N:12]([CH2:14][CH3:15])[CH:13]=1.C1(O)C=CC=CC=1.BrC[C:35]1[CH:36]=[C:37]([CH:42]=[CH:43][CH:44]=1)[C:38]([O:40]C)=[O:39], predict the reaction product. The product is: [Cl:1][C:2]1[CH:7]=[C:6]([Cl:8])[CH:5]=[CH:4][C:3]=1[C:9]1[N:10]=[C:11](/[CH:16]=[CH:17]/[C:18]2[CH:19]=[CH:20][C:21]([O:24][CH2:25][C:35]3[CH:36]=[C:37]([CH:42]=[CH:43][CH:44]=3)[C:38]([OH:40])=[O:39])=[CH:22][CH:23]=2)[N:12]([CH2:14][CH3:15])[CH:13]=1.